From a dataset of Full USPTO retrosynthesis dataset with 1.9M reactions from patents (1976-2016). Predict the reactants needed to synthesize the given product. (1) Given the product [CH3:1][C:2]1[CH:6]=[C:5]([CH2:7][NH2:8])[N:4]([C:19]2[CH:24]=[CH:23][CH:22]=[CH:21][CH:20]=2)[N:3]=1, predict the reactants needed to synthesize it. The reactants are: [CH3:1][C:2]1[CH:6]=[C:5]([CH2:7][N:8]2C(=O)C3C(=CC=CC=3)C2=O)[N:4]([C:19]2[CH:24]=[CH:23][CH:22]=[CH:21][CH:20]=2)[N:3]=1.O.NN. (2) Given the product [NH2:4][C:5]1[CH:6]=[CH:7][C:8]([N+:17]([O-:19])=[O:18])=[C:9]([N:11]2[CH2:16][CH2:15][CH2:14][CH2:13][CH2:12]2)[CH:10]=1, predict the reactants needed to synthesize it. The reactants are: C([NH:4][C:5]1[CH:6]=[CH:7][C:8]([N+:17]([O-:19])=[O:18])=[C:9]([N:11]2[CH2:16][CH2:15][CH2:14][CH2:13][CH2:12]2)[CH:10]=1)(=O)C.Cl. (3) The reactants are: [CH3:1][N:2]1[CH:6]=[CH:5][N:4]=[CH:3]1.[F:7][C:8]([F:28])([F:27])[C:9]([F:26])([F:25])[C:10]([F:24])([F:23])[C:11]([F:22])([F:21])[C:12]([F:20])([F:19])[C:13]([F:18])([F:17])[CH2:14][CH2:15][I:16]. Given the product [I-:16].[CH3:1][N+:2]1[CH:6]=[CH:5][N:4]([CH2:15][CH2:14][C:13]([F:17])([F:18])[C:12]([F:19])([F:20])[C:11]([F:21])([F:22])[C:10]([F:23])([F:24])[C:9]([F:26])([F:25])[C:8]([F:28])([F:27])[F:7])[CH:3]=1, predict the reactants needed to synthesize it. (4) Given the product [F:32][C:31]([F:33])([F:34])[C:22]1[CH:23]=[C:24]([C:27]([F:30])([F:28])[F:29])[CH:25]=[CH:26][C:21]=1[CH2:20][O:1][C:2]1[CH:9]=[CH:8][C:5]([CH:6]=[O:7])=[CH:4][C:3]=1[N+:10]([O-:12])=[O:11], predict the reactants needed to synthesize it. The reactants are: [OH:1][C:2]1[CH:9]=[CH:8][C:5]([CH:6]=[O:7])=[CH:4][C:3]=1[N+:10]([O-:12])=[O:11].C(=O)([O-])[O-].[K+].[K+].Br[CH2:20][C:21]1[CH:26]=[CH:25][C:24]([C:27]([F:30])([F:29])[F:28])=[CH:23][C:22]=1[C:31]([F:34])([F:33])[F:32]. (5) The reactants are: [C:1]([NH:11][C@@H:12]1[C:17](=[O:18])[O:16][C:14](=O)[CH2:13]1)([O:3][CH2:4][C:5]1[CH:10]=[CH:9][CH:8]=[CH:7][CH:6]=1)=[O:2].Cl.[NH2:20][CH2:21][C:22]1[CH:30]=[CH:29][C:25]([C:26]([OH:28])=[O:27])=[CH:24][CH:23]=1.C(N(CC)CC)C. Given the product [CH2:4]([O:3][C:1]([NH:11][C@H:12]1[CH2:13][C:14](=[O:16])[N:20]([CH2:21][C:22]2[CH:23]=[CH:24][C:25]([C:26]([OH:28])=[O:27])=[CH:29][CH:30]=2)[C:17]1=[O:18])=[O:2])[C:5]1[CH:6]=[CH:7][CH:8]=[CH:9][CH:10]=1, predict the reactants needed to synthesize it. (6) Given the product [CH3:1][C:2]1[C:10]2[C:9]([CH:11]=[O:31])=[CH:8][CH:7]=[CH:6][C:5]=2[N:4]([S:13]([C:16]2[CH:21]=[CH:20][CH:19]=[CH:18][CH:17]=2)(=[O:15])=[O:14])[CH:3]=1, predict the reactants needed to synthesize it. The reactants are: [CH3:1][C:2]1[C:10]2[C:5](=[CH:6][CH:7]=[CH:8][C:9]=2[CH:11]=C)[N:4]([S:13]([C:16]2[CH:21]=[CH:20][CH:19]=[CH:18][CH:17]=2)(=[O:15])=[O:14])[CH:3]=1.N1C(C)=CC=CC=1C.I([O-])(=O)(=O)=[O:31].[Na+]. (7) Given the product [F:19][C:16]([F:17])([F:18])[C:13]1[N:11]2[N:12]=[C:7]([N:1]3[CH2:2][CH2:3][N:4]([CH2:28][C:27]4[CH:30]=[CH:31][CH:32]=[C:25]([S:24][C:21]([F:23])([F:20])[F:22])[CH:26]=4)[CH2:5][CH2:6]3)[CH:8]=[CH:9][C:10]2=[N:15][N:14]=1, predict the reactants needed to synthesize it. The reactants are: [N:1]1([C:7]2[CH:8]=[CH:9][C:10]3[N:11]([C:13]([C:16]([F:19])([F:18])[F:17])=[N:14][N:15]=3)[N:12]=2)[CH2:6][CH2:5][NH:4][CH2:3][CH2:2]1.[F:20][C:21]([S:24][C:25]1[CH:26]=[C:27]([CH:30]=[CH:31][CH:32]=1)[CH:28]=O)([F:23])[F:22]. (8) Given the product [CH2:34]([C@@H:14]([CH2:13][CH2:12][C@H:8]([CH2:1][C:2]1[CH:7]=[CH:6][CH:5]=[CH:4][CH:3]=1)[C:9](=[O:11])[NH:41][C@H:42]1[CH2:48][CH2:47][CH2:46][CH2:45][N:44]([CH2:49][C:50]2[CH:51]=[N:52][CH:53]=[CH:54][CH:55]=2)[C:43]1=[O:56])[C:15]([NH:17][C@H:18]1[CH2:24][CH2:23][S:22][C@H:21]2[CH2:25][CH2:26][CH2:27][C@@H:28]([C:29]([O:31][CH3:32])=[O:30])[N:20]2[C:19]1=[O:33])=[O:16])[C:35]1[CH:36]=[CH:37][CH:38]=[CH:39][CH:40]=1, predict the reactants needed to synthesize it. The reactants are: [CH2:1]([C@@H:8]([CH2:12][CH2:13][C@H:14]([CH2:34][C:35]1[CH:40]=[CH:39][CH:38]=[CH:37][CH:36]=1)[C:15]([NH:17][C@H:18]1[CH2:24][CH2:23][S:22][C@H:21]2[CH2:25][CH2:26][CH2:27][C@@H:28]([C:29]([O:31][CH3:32])=[O:30])[N:20]2[C:19]1=[O:33])=[O:16])[C:9]([OH:11])=O)[C:2]1[CH:7]=[CH:6][CH:5]=[CH:4][CH:3]=1.[NH2:41][C@H:42]1[CH2:48][CH2:47][CH2:46][CH2:45][N:44]([CH2:49][C:50]2[CH:51]=[N:52][CH:53]=[CH:54][CH:55]=2)[C:43]1=[O:56]. (9) Given the product [Cl:1][C:2]1[C:7]([Cl:8])=[C:6]([C:9]2[S:13][C:12]([C:14]3[NH:38][N:37]=[N:36][N:15]=3)=[N:11][C:10]=2[C:16]([N:18]2[CH2:23][CH2:22][CH2:21][CH2:20][C@@H:19]2[CH3:24])=[O:17])[CH:5]=[CH:4][C:3]=1[S:25]([NH:28][C@@H:29]([CH2:34][CH3:35])[C:30]([F:31])([F:32])[F:33])(=[O:26])=[O:27], predict the reactants needed to synthesize it. The reactants are: [Cl:1][C:2]1[C:7]([Cl:8])=[C:6]([C:9]2[S:13][C:12]([C:14]#[N:15])=[N:11][C:10]=2[C:16]([N:18]2[CH2:23][CH2:22][CH2:21][CH2:20][C@@H:19]2[CH3:24])=[O:17])[CH:5]=[CH:4][C:3]=1[S:25]([NH:28][C@@H:29]([CH2:34][CH3:35])[C:30]([F:33])([F:32])[F:31])(=[O:27])=[O:26].[N-:36]=[N+:37]=[N-:38].[Na+].O.